Dataset: Forward reaction prediction with 1.9M reactions from USPTO patents (1976-2016). Task: Predict the product of the given reaction. Given the reactants [Cl:1][C:2]1[C:7](Cl)=[CH:6][N:5]=[C:4]([C:9]([OH:11])=[O:10])[CH:3]=1.[OH2:12], predict the reaction product. The product is: [Cl:1][C:2]1[C:7]([OH:12])=[CH:6][N:5]=[C:4]([C:9]([OH:11])=[O:10])[CH:3]=1.